From a dataset of Full USPTO retrosynthesis dataset with 1.9M reactions from patents (1976-2016). Predict the reactants needed to synthesize the given product. (1) Given the product [CH:24]12[O:23][CH:22]([CH2:21][CH2:20]1)[CH2:17][CH:7]([CH:2]=[O:5])[CH2:8]2, predict the reactants needed to synthesize it. The reactants are: Cl.[C:2]([O-:5])(O)=O.[Na+].[CH2:7]1[CH2:17]CN2C(=NCCC2)C[CH2:8]1.[Na+].[Cl-].[CH2:20]1[CH2:24][O:23][CH2:22][CH2:21]1. (2) Given the product [CH3:22][O:21][C:16]1[CH:15]=[CH:14][C:13]([CH2:12][C@@H:11]2[NH2+:2][CH2:3][CH2:4][C:5]3[C:10]2=[CH:9][C:8]([O:23][CH3:24])=[C:7]([O:25][CH3:26])[CH:6]=3)=[CH:18][C:17]=1[O:19][CH3:20].[C:88]([NH:91][C@H:92]([C:97]([O-:99])=[O:98])[CH2:93][CH:94]([CH3:95])[CH3:96])(=[O:90])[CH3:89], predict the reactants needed to synthesize it. The reactants are: C[N@@+:2]1(CCC(OCCCCCOC(CC[N@+:2]2(C)[C@H:11]([CH2:12][C:13]3[CH:14]=[CH:15][C:16]([O:21][CH3:22])=[C:17]([O:19][CH3:20])[CH:18]=3)[C:10]3[CH:9]=[C:8]([O:23][CH3:24])[C:7]([O:25][CH3:26])=[CH:6][C:5]=3[CH2:4][CH2:3]2)=O)=O)[C@H:11]([CH2:12][C:13]2[CH:14]=[CH:15][C:16]([O:21][CH3:22])=[C:17]([O:19][CH3:20])[CH:18]=2)[C:10]2[CH:9]=[C:8]([O:23][CH3:24])[C:7]([O:25][CH3:26])=[CH:6][C:5]=2[CH2:4][CH2:3]1.C1C=CC(S([O-])(=O)=O)=CC=1.C1C=CC(S([O-])(=O)=O)=CC=1.[C:88]([NH:91][C@H:92]([C:97]([OH:99])=[O:98])[CH2:93][CH:94]([CH3:96])[CH3:95])(=[O:90])[CH3:89]. (3) Given the product [C:15]12([NH:25][C:11]([C:4]3[N:3]=[C:2]([Br:1])[N:6]4[CH:7]=[CH:8][CH:9]=[CH:10][C:5]=34)=[O:13])[CH2:22][CH:21]3[CH2:20][CH:19]([CH2:18][CH:17]([CH2:23]3)[CH2:16]1)[CH2:24]2, predict the reactants needed to synthesize it. The reactants are: [Br:1][C:2]1[N:6]2[CH:7]=[CH:8][CH:9]=[CH:10][C:5]2=[C:4]([C:11]([O:13]C)=O)[N:3]=1.[C:15]12([NH2:25])[CH2:24][CH:19]3[CH2:20][CH:21]([CH2:23][CH:17]([CH2:18]3)[CH2:16]1)[CH2:22]2.C[Al](C)C. (4) Given the product [CH:9]1([C:8]2[C:3]([C:1]3[NH:24][N:23]=[N:22][N:2]=3)=[C:4]([NH:12][S:13]([C:16]3[CH:21]=[CH:20][CH:19]=[CH:18][CH:17]=3)(=[O:14])=[O:15])[CH:5]=[CH:6][CH:7]=2)[CH2:10][CH2:11]1, predict the reactants needed to synthesize it. The reactants are: [C:1]([C:3]1[C:8]([CH:9]2[CH2:11][CH2:10]2)=[CH:7][CH:6]=[CH:5][C:4]=1[NH:12][S:13]([C:16]1[CH:21]=[CH:20][CH:19]=[CH:18][CH:17]=1)(=[O:15])=[O:14])#[N:2].[N:22]([Si](C)(C)C)=[N+:23]=[N-:24].C([Sn](=O)CCCC)CCC.Cl. (5) The reactants are: [CH3:1][C:2]1[CH:8]=[C:7]([CH3:9])[CH:6]=[C:5]([CH3:10])[C:3]=1[NH2:4].N1C=CC=CC=1.[C:17](Cl)(=[O:19])[CH3:18]. Given the product [CH3:1][C:2]1[CH:8]=[C:7]([CH3:9])[CH:6]=[C:5]([CH3:10])[C:3]=1[NH:4][C:17](=[O:19])[CH3:18], predict the reactants needed to synthesize it. (6) The reactants are: Cl[C:2]1[CH:7]=[CH:6][C:5]([N+:8]([O-:10])=[O:9])=[CH:4][CH:3]=1.[CH3:11][C:12]1[CH:17]=[CH:16][CH:15]=[CH:14][C:13]=1B(O)O.[F-].[K+]. Given the product [CH3:11][C:12]1[CH:17]=[CH:16][CH:15]=[CH:14][C:13]=1[C:2]1[CH:7]=[CH:6][C:5]([N+:8]([O-:10])=[O:9])=[CH:4][CH:3]=1, predict the reactants needed to synthesize it.